From a dataset of Catalyst prediction with 721,799 reactions and 888 catalyst types from USPTO. Predict which catalyst facilitates the given reaction. (1) Reactant: COS([O-])(=O)=O.[NH2:7][C:8]1[CH:23]=[CH:22][CH:21]=[CH:20][C:9]=1[O:10][CH2:11][CH2:12][N+:13]1([CH3:19])[CH2:18][CH2:17][O:16][CH2:15][CH2:14]1.N([O-])=O.[Na+].[NH2:28]S(O)(=O)=O.[CH:33]1[C:42]2[C:37](=[CH:38][CH:39]=[CH:40][CH:41]=2)[CH:36]=[CH:35][C:34]=1[OH:43].C(=O)([O-])[O-].[Na+].[Na+].[ClH:50]. Product: [Cl-:50].[OH:43][C:34]1[CH:35]=[CH:36][C:37]2[C:42](=[CH:41][CH:40]=[CH:39][CH:38]=2)[C:33]=1[N:28]=[N:7][C:8]1[CH:23]=[CH:22][CH:21]=[CH:20][C:9]=1[O:10][CH2:11][CH2:12][N+:13]1([CH3:19])[CH2:14][CH2:15][O:16][CH2:17][CH2:18]1. The catalyst class is: 657. (2) Product: [Br:1][C:2]1[CH:3]=[N:4][N:5]([CH2:15][CH2:16][N:17]([CH3:19])[CH3:18])[CH:6]=1. Reactant: [Br:1][C:2]1[CH:3]=[N:4][NH:5][CH:6]=1.C([O-])([O-])=O.[K+].[K+].Cl.Cl[CH2:15][CH2:16][N:17]([CH3:19])[CH3:18]. The catalyst class is: 3. (3) Reactant: C(Cl)(=O)C(Cl)=O.CS(C)=O.[OH:11][CH2:12][C:13]1[CH:18]=[C:17]([O:19][CH3:20])[C:16]([CH2:21][OH:22])=[CH:15][C:14]=1[O:23][CH2:24][CH2:25][CH:26]([CH3:33])[CH2:27][CH2:28][CH2:29][CH:30]([CH3:32])[CH3:31].C(N(CC)CC)C. The catalyst class is: 46. Product: [CH3:33][CH:26]([CH2:27][CH2:28][CH2:29][CH:30]([CH3:32])[CH3:31])[CH2:25][CH2:24][O:23][C:14]1[CH:15]=[C:16]([CH:21]=[O:22])[C:17]([O:19][CH3:20])=[CH:18][C:13]=1[CH:12]=[O:11]. (4) Reactant: [C:1]1([CH:7]([C:25]2[CH:30]=[CH:29][CH:28]=[CH:27][CH:26]=2)[CH2:8][NH:9][CH2:10][C@@H:11]([CH3:24])[CH2:12][O:13][C:14]2[CH:15]=[C:16]([CH2:20][C:21]([OH:23])=[O:22])[CH:17]=[CH:18][CH:19]=2)[CH:6]=[CH:5][CH:4]=[CH:3][CH:2]=1.[F:31][C:32]1[CH:39]=[C:38]([O:40][CH3:41])[CH:37]=[CH:36][C:33]=1[CH:34]=O.COC(=O)C.[Cl:47]C1C(C(F)(F)F)=CC=CC=1C=O.Cl.CCOCC. Product: [ClH:47].[F:31][C:32]1[CH:39]=[C:38]([O:40][CH3:41])[CH:37]=[CH:36][C:33]=1[CH2:34][N:9]([CH2:8][CH:7]([C:1]1[CH:2]=[CH:3][CH:4]=[CH:5][CH:6]=1)[C:25]1[CH:26]=[CH:27][CH:28]=[CH:29][CH:30]=1)[CH2:10][C@@H:11]([CH3:24])[CH2:12][O:13][C:14]1[CH:15]=[C:16]([CH2:20][C:21]([OH:23])=[O:22])[CH:17]=[CH:18][CH:19]=1. The catalyst class is: 28. (5) Reactant: [H-].[Na+].[CH2:3]([OH:7])[C:4]#[C:5][CH3:6].Cl[C:9]1[CH:14]=[C:13]([O:15][CH2:16][C:17]([CH3:21])([CH3:20])[CH2:18][Br:19])[N:12]=[CH:11][N:10]=1.[Cl-].[NH4+]. Product: [CH2:3]([O:7][C:9]1[CH:14]=[C:13]([O:15][CH2:16][C:17]([CH3:21])([CH3:20])[CH2:18][Br:19])[N:12]=[CH:11][N:10]=1)[C:4]#[C:5][CH3:6]. The catalyst class is: 7. (6) Reactant: Br[C:2]1[CH:7]=[CH:6][N:5]=[C:4]2[N:8]([CH3:22])[CH:9]=[C:10]([C:11]3[CH:19]=[C:18]4[C:14]([CH2:15][CH:16]([CH3:21])[N:17]4[CH3:20])=[CH:13][CH:12]=3)[C:3]=12.[CH3:23][N:24]1[CH:28]=[CH:27][C:26]([S:29]([NH2:32])(=[O:31])=[O:30])=[N:25]1.CC1(C)C2C(=C(P(C3C=CC=CC=3)C3C=CC=CC=3)C=CC=2)OC2C(P(C3C=CC=CC=3)C3C=CC=CC=3)=CC=CC1=2.C(=O)([O-])[O-].[Cs+].[Cs+]. Product: [CH3:20][N:17]1[C:18]2[C:14](=[CH:13][CH:12]=[C:11]([C:10]3[C:3]4[C:4](=[N:5][CH:6]=[CH:7][C:2]=4[NH:32][S:29]([C:26]4[CH:27]=[CH:28][N:24]([CH3:23])[N:25]=4)(=[O:31])=[O:30])[N:8]([CH3:22])[CH:9]=3)[CH:19]=2)[CH2:15][CH:16]1[CH3:21]. The catalyst class is: 62. (7) Reactant: [CH:1]1[C:13]2[CH:12]([CH2:14][O:15][C:16]([N:18]3[CH2:23][CH2:22][C:21]([C:26]4[CH:31]=[CH:30][C:29]([Br:32])=[CH:28][CH:27]=4)([CH2:24]O)[CH2:20][CH2:19]3)=[O:17])[C:11]3[C:6](=[CH:7][CH:8]=[CH:9][CH:10]=3)[C:5]=2[CH:4]=[CH:3][CH:2]=1.C1(P(C2C=CC=CC=2)C2C=CC=CC=2)C=CC=CC=1.C(Br)(Br)(Br)[Br:53]. Product: [CH:10]1[C:11]2[CH:12]([CH2:14][O:15][C:16]([N:18]3[CH2:23][CH2:22][C:21]([CH2:24][Br:53])([C:26]4[CH:27]=[CH:28][C:29]([Br:32])=[CH:30][CH:31]=4)[CH2:20][CH2:19]3)=[O:17])[C:13]3[C:5](=[CH:4][CH:3]=[CH:2][CH:1]=3)[C:6]=2[CH:7]=[CH:8][CH:9]=1. The catalyst class is: 17.